This data is from Forward reaction prediction with 1.9M reactions from USPTO patents (1976-2016). The task is: Predict the product of the given reaction. (1) Given the reactants [Cl:1][C:2]1[CH:3]=[C:4]([C:9]2([CH2:15][CH2:16][C:17]3[O:21][N:20]=[C:19]([C:22]4[CH:27]=[CH:26][C:25]([C:28]5([OH:39])[CH2:31][N:30]([C:32](OC(C)(C)C)=O)[CH2:29]5)=[CH:24][CH:23]=4)[N:18]=3)[CH2:14][CH2:13][CH2:12][CH2:11][CH2:10]2)[CH:5]=[C:6]([Cl:8])[CH:7]=1.[C:40]([OH:46])([C:42](F)(F)F)=[O:41].C(OC(C)(C)C)(=O)C=C.C(N(C(C)C)CC)(C)C, predict the reaction product. The product is: [Cl:1][C:2]1[CH:3]=[C:4]([C:9]2([CH2:15][CH2:16][C:17]3[O:21][N:20]=[C:19]([C:22]4[CH:27]=[CH:26][C:25]([C:28]5([OH:39])[CH2:29][N:30]([CH2:32][CH2:42][C:40]([OH:46])=[O:41])[CH2:31]5)=[CH:24][CH:23]=4)[N:18]=3)[CH2:14][CH2:13][CH2:12][CH2:11][CH2:10]2)[CH:5]=[C:6]([Cl:8])[CH:7]=1. (2) Given the reactants Cl.[N:2]1[CH:7]=[CH:6][CH:5]=[CH:4][C:3]=1[N:8]([CH2:34][CH2:35][C:36]([O:38]CC)=[O:37])[C:9]([C:11]1[CH:33]=[CH:32][C:14]2[N:15]([CH3:31])[C:16]([CH2:18][NH:19][C:20]3[CH:25]=[CH:24][C:23]([C:26](=[NH:28])[NH2:27])=[CH:22][C:21]=3[O:29][CH3:30])=[N:17][C:13]=2[CH:12]=1)=[O:10].[OH-].[Na+], predict the reaction product. The product is: [N:2]1[CH:7]=[CH:6][CH:5]=[CH:4][C:3]=1[N:8]([CH2:34][CH2:35][C:36]([OH:38])=[O:37])[C:9]([C:11]1[CH:33]=[CH:32][C:14]2[N:15]([CH3:31])[C:16]([CH2:18][NH:19][C:20]3[CH:25]=[CH:24][C:23]([C:26](=[NH:27])[NH2:28])=[CH:22][C:21]=3[O:29][CH3:30])=[N:17][C:13]=2[CH:12]=1)=[O:10]. (3) Given the reactants [CH3:1][O:2][C:3]1[CH:12]=[CH:11][CH:10]=[C:9]2[C:4]=1[CH2:5][CH2:6][NH:7][CH2:8]2.C(N(CC)CC)C.[C:20](Cl)(=[O:22])[CH3:21], predict the reaction product. The product is: [C:20]([N:7]1[CH2:6][CH2:5][C:4]2[C:9](=[CH:10][CH:11]=[CH:12][C:3]=2[O:2][CH3:1])[CH2:8]1)(=[O:22])[CH3:21]. (4) Given the reactants Cl[C:2]1[CH:3]=[CH:4][C:5]([N+:9]([O-:11])=[O:10])=[C:6]([CH:8]=1)[NH2:7].[CH3:12][NH:13][CH2:14][CH2:15][OH:16].C(=O)([O-])[O-].[K+].[K+].O, predict the reaction product. The product is: [NH2:7][C:6]1[CH:8]=[C:2]([N:13]([CH3:12])[CH2:14][CH2:15][OH:16])[CH:3]=[CH:4][C:5]=1[N+:9]([O-:11])=[O:10]. (5) Given the reactants I[C:2]1[CH:11]=[C:10]2[C:5]([CH:6]=[C:7]([C:16]([O:18][CH2:19][CH3:20])=[O:17])[CH:8]([C:12]([F:15])([F:14])[F:13])[O:9]2)=[CH:4][CH:3]=1.P(C(C)(C)C)(C(C)(C)C)C(C)(C)C.C([O-])([O-])=O.[Cs+].[Cs+].[NH:40]1[CH2:44][CH2:43][CH2:42][CH2:41]1, predict the reaction product. The product is: [N:40]1([C:2]2[CH:11]=[C:10]3[C:5]([CH:6]=[C:7]([C:16]([O:18][CH2:19][CH3:20])=[O:17])[CH:8]([C:12]([F:15])([F:14])[F:13])[O:9]3)=[CH:4][CH:3]=2)[CH2:44][CH2:43][CH2:42][CH2:41]1. (6) Given the reactants [NH2:1][C:2]1[CH:3]=[C:4]([NH:12][C:13](=O)C(F)(F)F)[CH:5]=[C:6]([C:8]([F:11])([F:10])[F:9])[CH:7]=1.C=O.[C:21](O)(=O)C.C([BH3-])#N.[Na+], predict the reaction product. The product is: [CH3:21][N:12]([CH3:13])[C:4]1[CH:5]=[C:6]([C:8]([F:9])([F:10])[F:11])[CH:7]=[C:2]([NH2:1])[CH:3]=1. (7) Given the reactants [CH:1]1([C:4]2([F:34])[CH2:7][N:6]([C:8]3[CH:13]=[C:12]([NH:14][C:15]4[NH:19][N:18]=[C:17]([CH3:20])[CH:16]=4)[N:11]=[C:10]([O:21][C@H:22]4[CH2:26][CH2:25][N:24]([C:27](OC(C)(C)C)=[O:28])[CH2:23]4)[N:9]=3)[CH2:5]2)[CH2:3][CH2:2]1.FC(F)(F)C(O)=O.C(Cl)CCl.C1C=CC2N(O)N=NC=2C=1.CCN(C(C)C)C(C)C.[Cl:65][C:66]1[CH:67]=[CH:68][C:69]([F:75])=[C:70]([CH:74]=1)C(O)=O, predict the reaction product. The product is: [Cl:65][C:66]1[CH:74]=[CH:70][C:69]([F:75])=[C:68]([C:27]([N:24]2[CH2:25][CH2:26][C@H:22]([O:21][C:10]3[N:9]=[C:8]([N:6]4[CH2:7][C:4]([CH:1]5[CH2:3][CH2:2]5)([F:34])[CH2:5]4)[CH:13]=[C:12]([NH:14][C:15]4[NH:19][N:18]=[C:17]([CH3:20])[CH:16]=4)[N:11]=3)[CH2:23]2)=[O:28])[CH:67]=1.